Dataset: Forward reaction prediction with 1.9M reactions from USPTO patents (1976-2016). Task: Predict the product of the given reaction. The product is: [CH3:9][O:8][C:7]1[N:6]=[C:5]([NH:10][CH2:11][C:12]2[CH:17]=[CH:16][C:15]([O:18][CH3:19])=[CH:14][CH:13]=2)[CH:4]=[N:3][C:2]=1[C:23]1[CH:24]=[CH:25][C:26]([O:28][C:29]([F:31])([F:32])[F:30])=[CH:27][C:22]=1[O:21][CH3:20]. Given the reactants Br[C:2]1[N:3]=[CH:4][C:5]([NH:10][CH2:11][C:12]2[CH:17]=[CH:16][C:15]([O:18][CH3:19])=[CH:14][CH:13]=2)=[N:6][C:7]=1[O:8][CH3:9].[CH3:20][O:21][C:22]1[CH:27]=[C:26]([O:28][C:29]([F:32])([F:31])[F:30])[CH:25]=[CH:24][C:23]=1B(O)O.C(=O)([O-])[O-].[K+].[K+], predict the reaction product.